This data is from Peptide-MHC class I binding affinity with 185,985 pairs from IEDB/IMGT. The task is: Regression. Given a peptide amino acid sequence and an MHC pseudo amino acid sequence, predict their binding affinity value. This is MHC class I binding data. (1) The peptide sequence is NVMDPMHGA. The MHC is HLA-B14:02 with pseudo-sequence HLA-B14:02. The binding affinity (normalized) is 0.213. (2) The MHC is HLA-A02:01 with pseudo-sequence HLA-A02:01. The peptide sequence is RGYVWTNGY. The binding affinity (normalized) is 0.0847. (3) The peptide sequence is YLGPTIRVW. The MHC is HLA-A31:01 with pseudo-sequence HLA-A31:01. The binding affinity (normalized) is 0. (4) The peptide sequence is EREQTLNQL. The MHC is Mamu-A20102 with pseudo-sequence Mamu-A20102. The binding affinity (normalized) is 0.123.